Dataset: Reaction yield outcomes from USPTO patents with 853,638 reactions. Task: Predict the reaction yield, written as a fraction of the theoretical maximum amount of product (1.0 means a 100% yield; for example, 0.34 means a 34% yield). The reactants are [C:1]([C:4]1[C:9]([C:10]2[CH:15]=[CH:14][CH:13]=[CH:12][CH:11]=2)=[N:8][N:7]([CH2:16][CH3:17])[C:6](=[O:18])[C:5]=1[N+:19]([O-])=O)(=[O:3])[CH3:2].[NH:22]1[C:30]2[C:25](=[CH:26][CH:27]=[CH:28][C:29]=2N)[CH:24]=[N:23]1. The catalyst is C(O)C. The product is [C:1]([C:4]1[C:9]([C:10]2[CH:15]=[CH:14][CH:13]=[CH:12][CH:11]=2)=[N:8][N:7]([CH2:16][CH3:17])[C:6](=[O:18])[C:5]=1[NH:19][C:29]1[CH:28]=[CH:27][CH:26]=[C:25]2[C:30]=1[NH:22][N:23]=[CH:24]2)(=[O:3])[CH3:2]. The yield is 0.865.